From a dataset of Forward reaction prediction with 1.9M reactions from USPTO patents (1976-2016). Predict the product of the given reaction. (1) Given the reactants [NH2:1][CH:2]1[CH2:8][CH2:7][CH2:6][CH2:5][N:4]([CH2:9][C:10]([OH:12])=[O:11])[C:3]1=[O:13].C(=O)([O-])O.[Na+].[CH:19]1[C:31]2[CH:30]([CH2:32][O:33][C:34](ON3C(=O)CCC3=O)=[O:35])[C:29]3[C:24](=[CH:25][CH:26]=[CH:27][CH:28]=3)[C:23]=2[CH:22]=[CH:21][CH:20]=1.CCOCC, predict the reaction product. The product is: [CH:19]1[C:31]2[CH:30]([CH2:32][O:33][C:34]([NH:1][CH:2]3[CH2:8][CH2:7][CH2:6][CH2:5][N:4]([CH2:9][C:10]([OH:12])=[O:11])[C:3]3=[O:13])=[O:35])[C:29]3[C:24](=[CH:25][CH:26]=[CH:27][CH:28]=3)[C:23]=2[CH:22]=[CH:21][CH:20]=1. (2) Given the reactants [CH3:1][O:2][C:3]1[CH:4]=[C:5]2[C:10](=[C:11]3[CH2:15][C:14]([CH3:17])([CH3:16])[O:13][C:12]=13)[C:9]([C:18]1[CH:19]=[C:20]([NH2:24])[CH:21]=[CH:22][CH:23]=1)=[N:8][C:7]([CH3:26])([CH3:25])[CH2:6]2.[N:27]([CH2:30][C:31](OCC)=[O:32])=[C:28]=[O:29], predict the reaction product. The product is: [CH3:1][O:2][C:3]1[CH:4]=[C:5]2[C:10](=[C:11]3[CH2:15][C:14]([CH3:17])([CH3:16])[O:13][C:12]=13)[C:9]([C:18]1[CH:19]=[C:20]([N:24]3[C:31](=[O:32])[CH2:30][NH:27][C:28]3=[O:29])[CH:21]=[CH:22][CH:23]=1)=[N:8][C:7]([CH3:26])([CH3:25])[CH2:6]2. (3) Given the reactants [NH:1]1[CH:5]=[CH:4][CH:3]=[C:2]1[CH2:6][CH2:7][C:8]([OH:10])=O.[CH2:11]([NH:13][CH2:14][CH3:15])[CH3:12].C1C=CC2N(O)N=NC=2C=1.C(N(CC)CC)C.C(Cl)CCl, predict the reaction product. The product is: [CH2:11]([N:13]([CH2:14][CH3:15])[C:8](=[O:10])[CH2:7][CH2:6][C:2]1[NH:1][CH:5]=[CH:4][CH:3]=1)[CH3:12]. (4) Given the reactants [CH3:1][N:2]1[CH2:7][CH2:6][N:5]([CH2:8][CH2:9][OH:10])[CH2:4][CH2:3]1.CC(C)([O-])C.[K+].Cl[C:18]1[N:23]=[N:22][C:21]([C:24]2[N:32]3[C:27]([CH:28]=[CH:29][CH:30]=[CH:31]3)=[CH:26][C:25]=2[C:33]([O:35][CH2:36][CH3:37])=[O:34])=[CH:20][CH:19]=1, predict the reaction product. The product is: [CH3:1][N:2]1[CH2:7][CH2:6][N:5]([CH2:8][CH2:9][O:10][C:18]2[N:23]=[N:22][C:21]([C:24]3[N:32]4[C:27]([CH:28]=[CH:29][CH:30]=[CH:31]4)=[CH:26][C:25]=3[C:33]([O:35][CH2:36][CH3:37])=[O:34])=[CH:20][CH:19]=2)[CH2:4][CH2:3]1. (5) Given the reactants [Br:1][C:2]1[CH:3]=[CH:4][C:5]([N+:10]([O-])=O)=[C:6]([CH:9]=1)[NH:7][CH3:8].O.NN, predict the reaction product. The product is: [Br:1][C:2]1[CH:9]=[C:6]([NH:7][CH3:8])[C:5]([NH2:10])=[CH:4][CH:3]=1. (6) Given the reactants C(N1CCC(CO)C(O)C1)C1C=CC=CC=1.ClC(OCC1C=CC=CC=1)=O.[OH-].[Na+].[CH2:30]([O:37][C:38]([N:40]1[CH2:45][CH2:44][C@@H:43]([CH2:46][OH:47])[C@H:42]([OH:48])[CH2:41]1)=[O:39])[C:31]1[CH:36]=[CH:35][CH:34]=[CH:33][CH:32]=1, predict the reaction product. The product is: [CH2:30]([O:37][C:38]([N:40]1[CH2:45][CH2:44][CH:43]([CH2:46][OH:47])[CH:42]([OH:48])[CH2:41]1)=[O:39])[C:31]1[CH:32]=[CH:33][CH:34]=[CH:35][CH:36]=1.